From a dataset of CYP2C9 inhibition data for predicting drug metabolism from PubChem BioAssay. Regression/Classification. Given a drug SMILES string, predict its absorption, distribution, metabolism, or excretion properties. Task type varies by dataset: regression for continuous measurements (e.g., permeability, clearance, half-life) or binary classification for categorical outcomes (e.g., BBB penetration, CYP inhibition). Dataset: cyp2c9_veith. (1) The compound is CC(=O)Nc1cccc(C(=O)OC(C(=O)c2ccc(C)c(C)c2)c2ccccc2)c1. The result is 1 (inhibitor). (2) The compound is CSc1ncnc2c1ncn2[C@@H]1O[C@@H](CO)[C@H](O)O[C@@H]1O. The result is 0 (non-inhibitor).